From a dataset of Reaction yield outcomes from USPTO patents with 853,638 reactions. Predict the reaction yield, written as a fraction of the theoretical maximum amount of product (1.0 means a 100% yield; for example, 0.34 means a 34% yield). (1) The reactants are [OH:1][C:2]1[CH:21]=[CH:20][CH:19]=[CH:18][C:3]=1[C:4]([NH:6][CH:7]([CH3:17])[CH2:8][NH:9]C(=O)OC(C)(C)C)=[O:5]. The catalyst is Cl.CO. The product is [NH2:9][CH2:8][CH:7]([NH:6][C:4](=[O:5])[C:3]1[CH:18]=[CH:19][CH:20]=[CH:21][C:2]=1[OH:1])[CH3:17]. The yield is 0.960. (2) The reactants are [Cl:1][C:2]1[N:7]=[C:6]([C:8]2[S:12][C:11]([C:13]([NH:16][C:17]([O:19][C:20]([CH3:23])([CH3:22])[CH3:21])=[O:18])([CH3:15])[CH3:14])=[N:10][C:9]=2[C:24]2[C:25]([F:37])=[C:26]([NH:30]C(=O)OCC=C)[CH:27]=[CH:28][CH:29]=2)[CH:5]=[CH:4][N:3]=1.C([SnH](CCCC)CCCC)CCC.O. The catalyst is ClCCl. The product is [NH2:30][C:26]1[C:25]([F:37])=[C:24]([C:9]2[N:10]=[C:11]([C:13]([NH:16][C:17](=[O:18])[O:19][C:20]([CH3:23])([CH3:22])[CH3:21])([CH3:15])[CH3:14])[S:12][C:8]=2[C:6]2[CH:5]=[CH:4][N:3]=[C:2]([Cl:1])[N:7]=2)[CH:29]=[CH:28][CH:27]=1. The yield is 0.740. (3) The reactants are [N+:1]([C:4]1[CH:12]=[C:11]2[C:7]([C:8]([CH2:13][C:14]#[N:15])=[CH:9][NH:10]2)=[CH:6][CH:5]=1)([O-:3])=[O:2].[CH3:16][C:17]([O:20][C:21](O[C:21]([O:20][C:17]([CH3:19])([CH3:18])[CH3:16])=[O:22])=[O:22])([CH3:19])[CH3:18].CCN(CC)CC. The catalyst is C1COCC1. The product is [C:17]([O:20][C:21](=[O:22])[NH:15][CH2:14][CH2:13][C:8]1[C:7]2[C:11](=[CH:12][C:4]([N+:1]([O-:3])=[O:2])=[CH:5][CH:6]=2)[NH:10][CH:9]=1)([CH3:19])([CH3:18])[CH3:16]. The yield is 0.380.